This data is from Catalyst prediction with 721,799 reactions and 888 catalyst types from USPTO. The task is: Predict which catalyst facilitates the given reaction. (1) The catalyst class is: 16. Reactant: [CH3:1][C:2]1[CH:7]=[CH:6][C:5]([C:8]([CH3:10])=[O:9])=[CH:4][C:3]=1[CH3:11].Br.[OH2:13]. Product: [CH3:11][C:3]1[CH:4]=[C:5]([C:8](=[O:9])[CH:10]=[O:13])[CH:6]=[CH:7][C:2]=1[CH3:1]. (2) Reactant: [Br:1][C:2]1[CH:3]=[C:4]([C:8]2[C:17]([N:18]([CH:20]([CH3:22])[CH3:21])[CH3:19])=[N:16][C:15]3[C:10](=[CH:11][CH:12]=[C:13]([C:23]([O:25]C)=[O:24])[CH:14]=3)[N:9]=2)[CH:5]=[N:6][CH:7]=1.[OH-].[Na+].O. The catalyst class is: 5. Product: [Br:1][C:2]1[CH:3]=[C:4]([C:8]2[C:17]([N:18]([CH:20]([CH3:22])[CH3:21])[CH3:19])=[N:16][C:15]3[C:10](=[CH:11][CH:12]=[C:13]([C:23]([OH:25])=[O:24])[CH:14]=3)[N:9]=2)[CH:5]=[N:6][CH:7]=1. (3) Reactant: [F:1][C:2]1[CH:3]=[CH:4][C:5]([N:8]2[CH:12]=[C:11]([CH2:13][OH:14])[CH:10]=[N:9]2)=[N:6][CH:7]=1. Product: [F:1][C:2]1[CH:3]=[CH:4][C:5]([N:8]2[CH:12]=[C:11]([CH:13]=[O:14])[CH:10]=[N:9]2)=[N:6][CH:7]=1. The catalyst class is: 703. (4) Reactant: [C:1]([O:6][CH3:7])(=[O:5])[C:2]([CH3:4])=[CH2:3].[C:8]([O:12][CH2:13][CH2:14][O:15][CH3:16])(=[O:11])[CH:9]=[CH2:10].[C:17]([O:22][CH2:23][C:24]1[CH:29]=[CH:28][CH:27]=[CH:26][CH:25]=1)(=[O:21])[C:18]([CH3:20])=[CH2:19].[C:30]([OH:35])(=[O:34])[C:31]([CH3:33])=[CH2:32].N(C(C)(C)C(OC)=O)=NC(C)(C)C(OC)=O. Product: [C:1]([O:6][CH3:7])(=[O:5])[C:2]([CH3:4])=[CH2:3].[C:8]([O:12][CH2:13][CH2:14][O:15][CH3:16])(=[O:11])[CH:9]=[CH2:10].[C:17]([O:22][CH2:23][C:24]1[CH:25]=[CH:26][CH:27]=[CH:28][CH:29]=1)(=[O:21])[C:18]([CH3:20])=[CH2:19].[C:30]([OH:35])(=[O:34])[C:31]([CH3:33])=[CH2:32]. The catalyst class is: 311. (5) Reactant: C(OC([N:8]1[CH2:13][CH2:12][CH2:11][CH2:10][C@H:9]1[CH2:14][CH2:15][O:16][C:17]1[CH:22]=[CH:21][CH:20]=[C:19]([O:23][C:24]2[CH:29]=[CH:28][CH:27]=[CH:26][CH:25]=2)[CH:18]=1)=O)(C)(C)C.[ClH:30]. Product: [ClH:30].[O:23]([C:19]1[CH:18]=[C:17]([CH:22]=[CH:21][CH:20]=1)[O:16][CH2:15][CH2:14][C@@H:9]1[CH2:10][CH2:11][CH2:12][CH2:13][NH:8]1)[C:24]1[CH:25]=[CH:26][CH:27]=[CH:28][CH:29]=1. The catalyst class is: 12. (6) Reactant: [N:1]1[CH:6]=[CH:5][CH:4]=[CH:3][C:2]=1[C:7]1[CH:14]=[CH:13][C:10]([CH:11]=O)=[CH:9][CH:8]=1.[Br-].[O:16]1[CH2:20][CH2:19][O:18][CH:17]1[CH2:21][P+](C1C=CC=CC=1)(C1C=CC=CC=1)C1C=CC=CC=1.COCCOCCN(CCOCCOC)CCOCCOC.C(=O)([O-])[O-].[K+].[K+]. Product: [O:16]1[CH2:20][CH2:19][O:18][CH:17]1[CH:21]=[CH:11][C:10]1[CH:13]=[CH:14][C:7]([C:2]2[CH:3]=[CH:4][CH:5]=[CH:6][N:1]=2)=[CH:8][CH:9]=1. The catalyst class is: 4. (7) Reactant: [CH3:1][S:2]([CH2:5][C:6]([CH3:8])=O)(=[O:4])=[O:3].[C:9]1([CH3:17])[CH:14]=[CH:13][C:12]([CH:15]=O)=[CH:11][CH:10]=1.N1CCCCC1.C(O)(=O)C.[NH2:28][C:29]([CH2:33][CH:34]([CH3:36])[CH3:35])=[CH:30][C:31]#[N:32]. The catalyst class is: 11. Product: [CH2:33]([C:29]1[NH:28][C:6]([CH3:8])=[C:5]([S:2]([CH3:1])(=[O:4])=[O:3])[CH:15]([C:12]2[CH:13]=[CH:14][C:9]([CH3:17])=[CH:10][CH:11]=2)[C:30]=1[C:31]#[N:32])[CH:34]([CH3:36])[CH3:35]. (8) Reactant: Cl[C:2]([O:4][CH2:5][CH3:6])=[O:3].C([N:14]1[CH2:19][CH:18]([CH3:20])[C:17](=[O:21])[CH:16]([CH3:22])[CH2:15]1)C1C=CC=CC=1. Product: [C:2]([N:14]1[CH2:19][CH:18]([CH3:20])[C:17](=[O:21])[CH:16]([CH3:22])[CH2:15]1)([O:4][CH2:5][CH3:6])=[O:3]. The catalyst class is: 48.